Dataset: Full USPTO retrosynthesis dataset with 1.9M reactions from patents (1976-2016). Task: Predict the reactants needed to synthesize the given product. (1) The reactants are: [H-].[Al+3].[Li+].[H-].[H-].[H-].[CH3:7][C:8]1([CH3:16])[CH2:13][CH2:12][CH2:11][N:10]([N:14]=O)[CH2:9]1. Given the product [CH3:7][C:8]1([CH3:16])[CH2:13][CH2:12][CH2:11][N:10]([NH2:14])[CH2:9]1, predict the reactants needed to synthesize it. (2) The reactants are: [NH:1](C(OC(C)(C)C)=O)[C@H:2]([C:7]([NH:9][C@H:10]([C:15]([NH:17][C@H:18]([C:34]([NH:36][C@H:37]([C:42]([NH:44][C@H:45]([C:50]([O:52][CH3:53])=[O:51])[CH2:46][CH:47]([CH3:49])[CH3:48])=[O:43])[CH2:38][CH:39]([CH3:41])[CH3:40])=[O:35])[CH2:19][CH2:20][CH2:21][CH2:22][NH:23][C:24]([O:26][CH2:27][C:28]1[CH:33]=[CH:32][CH:31]=[CH:30][CH:29]=1)=[O:25])=[O:16])[CH2:11][CH:12]([CH3:14])[CH3:13])=[O:8])[CH2:3][CH:4]([CH3:6])[CH3:5].[ClH:61]. Given the product [NH2:1][C@H:2]([C:7]([NH:9][C@H:10]([C:15]([NH:17][C@H:18]([C:34]([NH:36][C@H:37]([C:42]([NH:44][C@H:45]([C:50]([O:52][CH3:53])=[O:51])[CH2:46][CH:47]([CH3:49])[CH3:48])=[O:43])[CH2:38][CH:39]([CH3:40])[CH3:41])=[O:35])[CH2:19][CH2:20][CH2:21][CH2:22][NH:23][C:24]([O:26][CH2:27][C:28]1[CH:29]=[CH:30][CH:31]=[CH:32][CH:33]=1)=[O:25])=[O:16])[CH2:11][CH:12]([CH3:14])[CH3:13])=[O:8])[CH2:3][CH:4]([CH3:6])[CH3:5].[ClH:61], predict the reactants needed to synthesize it. (3) Given the product [CH2:1]([O:8][C:9]1[CH:10]=[C:11]([C:12]2[O:13][CH:28]=[N:27][CH:26]=2)[CH:14]=[CH:15][CH:16]=1)[C:2]1[CH:3]=[CH:4][CH:5]=[CH:6][CH:7]=1, predict the reactants needed to synthesize it. The reactants are: [CH2:1]([O:8][C:9]1[CH:10]=[C:11]([CH:14]=[CH:15][CH:16]=1)[CH:12]=[O:13])[C:2]1[CH:7]=[CH:6][CH:5]=[CH:4][CH:3]=1.C1(C)C=CC(S([CH2:26][N+:27]#[C-:28])(=O)=O)=CC=1.C(=O)([O-])[O-].[K+].[K+]. (4) Given the product [Cl:3][C:4]1[C:9]([Cl:10])=[CH:8][CH:7]=[CH:6][C:5]=1[N:11]1[CH2:16][CH2:15][N:14]([CH2:17][CH2:18][CH:19]2[CH2:24][CH2:23][N:22]([CH2:35][CH:33]([OH:34])[CH2:31][CH3:32])[CH2:21][CH2:20]2)[CH2:13][CH2:12]1, predict the reactants needed to synthesize it. The reactants are: Cl.Cl.[Cl:3][C:4]1[C:9]([Cl:10])=[CH:8][CH:7]=[CH:6][C:5]=1[N:11]1[CH2:16][CH2:15][N:14]([CH2:17][CH2:18][CH:19]2[CH2:24][CH2:23][NH:22][CH2:21][CH2:20]2)[CH2:13][CH2:12]1.C(=O)([O-])[O-].[K+].[K+].[CH2:31]([CH:33]1[CH2:35][O:34]1)[CH3:32]. (5) Given the product [OH:17][CH2:2][CH2:1][C@@H:3]1[CH2:8][CH2:7][C@H:6]([CH3:9])[CH2:5][N:4]1[C:10]([O:12][C:13]([CH3:15])([CH3:14])[CH3:16])=[O:11], predict the reactants needed to synthesize it. The reactants are: [CH:1]([C@@H:3]1[CH2:8][CH2:7][C@H:6]([CH3:9])[CH2:5][N:4]1[C:10]([O:12][C:13]([CH3:16])([CH3:15])[CH3:14])=[O:11])=[CH2:2].[OH2:17].[OH-].[Na+].OO. (6) Given the product [C:27]1([C:36]2[CH:37]=[CH:38][CH:39]=[CH:40][CH:41]=2)[CH:32]=[CH:31][CH:30]=[CH:29][C:28]=1[C:20]1[CH:19]=[CH:18][C:17]2[C:9]3[CH:10]=[C:11]4[C:12]([CH3:16])([CH3:15])[C:13]5[C:5](=[CH:4][CH:3]=[C:2]([Br:1])[CH:14]=5)[C:6]4=[CH:7][C:8]=3[C:23]([CH3:24])([CH3:25])[C:22]=2[CH:21]=1, predict the reactants needed to synthesize it. The reactants are: [Br:1][C:2]1[CH:3]=[CH:4][C:5]2[C:6]3[CH:7]=[C:8]4[C:23]([CH3:25])([CH3:24])[C:22]5[C:17](=[CH:18][CH:19]=[C:20](Br)[CH:21]=5)[C:9]4=[CH:10][C:11]=3[C:12]([CH3:16])([CH3:15])[C:13]=2[CH:14]=1.[C:27]1([C:36]2[CH:41]=[CH:40][CH:39]=[CH:38][CH:37]=2)[CH:32]=[CH:31][CH:30]=[CH:29][C:28]=1B(O)O.C([O-])([O-])=O.[Na+].[Na+].CCO. (7) Given the product [C:28]([O:27][C:25]([N:15]([C:16]1[CH:17]=[CH:18][C:19]([O:22][CH2:23][CH3:24])=[CH:20][CH:21]=1)[C:14]1[N:13]2[C:12](=[CH:34][CH:33]=[N:32]2)[N:11]=[C:10]2[C:9]=1[CH:6]=[CH:7][N:35]2[C@H:36]1[CH2:41][CH2:40][CH2:39][N:38]([C:42]([O:44][C:45]([CH3:48])([CH3:47])[CH3:46])=[O:43])[CH2:37]1)=[O:26])([CH3:29])([CH3:30])[CH3:31], predict the reactants needed to synthesize it. The reactants are: O1CCCC1.[CH2:6]([C:9]1[C:10]([NH:35][C@H:36]2[CH2:41][CH2:40][CH2:39][N:38]([C:42]([O:44][C:45]([CH3:48])([CH3:47])[CH3:46])=[O:43])[CH2:37]2)=[N:11][C:12]2[N:13]([N:32]=[CH:33][CH:34]=2)[C:14]=1[N:15]([C:25]([O:27][C:28]([CH3:31])([CH3:30])[CH3:29])=[O:26])[C:16]1[CH:21]=[CH:20][C:19]([O:22][CH2:23][CH3:24])=[CH:18][CH:17]=1)[CH:7]=C.I([O-])(=O)(=O)=O.[Na+].S([O-])([O-])=O.[Na+].[Na+].